From a dataset of Peptide-MHC class II binding affinity with 134,281 pairs from IEDB. Regression. Given a peptide amino acid sequence and an MHC pseudo amino acid sequence, predict their binding affinity value. This is MHC class II binding data. The peptide sequence is DIFTNSRGKRASKGN. The MHC is HLA-DPA10201-DPB10101 with pseudo-sequence HLA-DPA10201-DPB10101. The binding affinity (normalized) is 0.0478.